This data is from Catalyst prediction with 721,799 reactions and 888 catalyst types from USPTO. The task is: Predict which catalyst facilitates the given reaction. (1) Reactant: [Cl:1][C:2]1[CH:3]=[C:4]([NH:9][C:10]2[C:19]3[C:14](=[CH:15][CH:16]=[C:17]([OH:20])[CH:18]=3)[N:13]=[CH:12][N:11]=2)[CH:5]=[CH:6][C:7]=1[F:8].BrC[CH2:23][C:24]([O:26][CH2:27][CH3:28])=[O:25].C([O-])([O-])=O.[K+].[K+]. Product: [Cl:1][C:2]1[CH:3]=[C:4]([NH:9][C:10]2[C:19]3[C:14](=[CH:15][CH:16]=[C:17]([O:20][CH2:23][C:24]([O:26][CH2:27][CH3:28])=[O:25])[CH:18]=3)[N:13]=[CH:12][N:11]=2)[CH:5]=[CH:6][C:7]=1[F:8]. The catalyst class is: 3. (2) Reactant: [Cl:1][C:2]1[CH:7]=[CH:6][CH:5]=[C:4]([NH:8][NH2:9])[N:3]=1.CCOCC.Cl.[N:16]([O-])=O.[Na+]. Product: [N:8]([C:4]1[CH:5]=[CH:6][CH:7]=[C:2]([Cl:1])[N:3]=1)=[N+:9]=[N-:16]. The catalyst class is: 6. (3) Reactant: [CH2:1]([O:3][C:4]([C:6]1[CH:11]=[C:10]([CH2:12]Br)[CH:9]=[C:8]([C:14]([O:16][CH2:17][CH3:18])=[O:15])[CH:7]=1)=[O:5])[CH3:2].[F-].[CH2:20]([N+:24](CCCC)(CCCC)CCCC)CCC. Product: [C:20]([CH2:12][C:10]1[CH:9]=[C:8]([C:14]([O:16][CH2:17][CH3:18])=[O:15])[CH:7]=[C:6]([C:4]([O:3][CH2:1][CH3:2])=[O:5])[CH:11]=1)#[N:24]. The catalyst class is: 23.